From a dataset of Full USPTO retrosynthesis dataset with 1.9M reactions from patents (1976-2016). Predict the reactants needed to synthesize the given product. Given the product [CH3:11][C:3]1[C:2]([CH:13]=[CH2:14])=[CH:7][CH:6]=[CH:5][C:4]=1[N+:8]([O-:10])=[O:9], predict the reactants needed to synthesize it. The reactants are: Br[C:2]1[CH:7]=[CH:6][CH:5]=[C:4]([N+:8]([O-:10])=[O:9])[C:3]=1[CH3:11].[B-](F)(F)(F)[CH:13]=[CH2:14].[K+].